From a dataset of Catalyst prediction with 721,799 reactions and 888 catalyst types from USPTO. Predict which catalyst facilitates the given reaction. (1) Reactant: [CH2:1]([O:8][C:9]1[CH:14]=[CH:13][N:12]([CH2:15][C:16](Br)=[CH2:17])[C:11](=[O:19])[CH:10]=1)[C:2]1[CH:7]=[CH:6][CH:5]=[CH:4][CH:3]=1.[CH:20]([C:22]1[CH:27]=[CH:26][C:25](B(O)O)=[CH:24][CH:23]=1)=[O:21].C([O-])([O-])=O.[Na+].[Na+]. Product: [CH2:1]([O:8][C:9]1[CH:14]=[CH:13][N:12]([CH2:15][C:16]([C:25]2[CH:26]=[CH:27][C:22]([CH:20]=[O:21])=[CH:23][CH:24]=2)=[CH2:17])[C:11](=[O:19])[CH:10]=1)[C:2]1[CH:7]=[CH:6][CH:5]=[CH:4][CH:3]=1. The catalyst class is: 5. (2) Reactant: [Cl:1][C:2]1[CH:7]=[CH:6][CH:5]=[CH:4][C:3]=1[C:8]1[O:12][N:11]=[CH:10][C:9]=1[C:13]([OH:15])=O.CN(C(ON1N=NC2C=CC=CC1=2)=[N+](C)C)C.[B-](F)(F)(F)F.Cl.[NH:39]1[CH2:44][CH2:43][CH2:42][C@@H:41]([C:45]([OH:48])([CH3:47])[CH3:46])[CH2:40]1.CCN(CC)CC. Product: [Cl:1][C:2]1[CH:7]=[CH:6][CH:5]=[CH:4][C:3]=1[C:8]1[O:12][N:11]=[CH:10][C:9]=1[C:13]([N:39]1[CH2:44][CH2:43][CH2:42][C@@H:41]([C:45]([OH:48])([CH3:47])[CH3:46])[CH2:40]1)=[O:15]. The catalyst class is: 2. (3) Reactant: [O:1]1[CH2:6][CH2:5][CH2:4][CH2:3][CH:2]1[O:7][CH2:8][CH2:9][C:10]#[CH:11].C([Mg]Cl)C.[CH2:16]=[O:17].[Cl-].[NH4+]. Product: [O:1]1[CH2:6][CH2:5][CH2:4][CH2:3][CH:2]1[O:7][CH2:8][CH2:9][C:10]#[C:11][CH2:16][OH:17]. The catalyst class is: 1. (4) Reactant: N[C@H](C(O)=O)C[SeH].[Li]CCCC.CN(C)CCN(C)C.[CH2:21]([N:23]([CH2:34][CH3:35])[C:24](=[O:33])[C:25]1[CH:30]=[CH:29][C:28]([O:31][CH3:32])=[CH:27][CH:26]=1)[CH3:22].[CH3:36][S:37]C. Product: [CH2:34]([N:23]([CH2:21][CH3:22])[C:24](=[O:33])[C:25]1[CH:30]=[CH:29][C:28]([O:31][CH3:32])=[CH:27][C:26]=1[S:37][CH3:36])[CH3:35]. The catalyst class is: 1. (5) Reactant: [C:1]1([O:7][P:8](=[O:17])([OH:16])[O:9][C:10]2[CH:15]=[CH:14][CH:13]=[CH:12][CH:11]=2)[CH:6]=[CH:5][CH:4]=[CH:3][CH:2]=1.C([O-])(=O)C.[Cu+2:22].C([O-])(=O)C. Product: [C:10]1([O:9][P:8]([O-:17])([O:7][C:1]2[CH:2]=[CH:3][CH:4]=[CH:5][CH:6]=2)=[O:16])[CH:11]=[CH:12][CH:13]=[CH:14][CH:15]=1.[Cu+:22]. The catalyst class is: 8. (6) Reactant: Cl[CH2:2][C:3]1[N:4]=[C:5]([CH2:8][CH2:9][C@@H:10]([NH:22][C:23](=[O:29])[O:24][C:25]([CH3:28])([CH3:27])[CH3:26])[CH2:11][C:12]2[CH:13]=[N:14][C:15]([C:18]([F:21])([F:20])[F:19])=[CH:16][CH:17]=2)[S:6][CH:7]=1.[CH3:30][O-:31].[Na+]. Product: [CH3:30][O:31][CH2:2][C:3]1[N:4]=[C:5]([CH2:8][CH2:9][C@@H:10]([NH:22][C:23](=[O:29])[O:24][C:25]([CH3:28])([CH3:27])[CH3:26])[CH2:11][C:12]2[CH:13]=[N:14][C:15]([C:18]([F:21])([F:20])[F:19])=[CH:16][CH:17]=2)[S:6][CH:7]=1. The catalyst class is: 5.